Task: Regression. Given two drug SMILES strings and cell line genomic features, predict the synergy score measuring deviation from expected non-interaction effect.. Dataset: NCI-60 drug combinations with 297,098 pairs across 59 cell lines (1) Drug 1: CC1=C(C=C(C=C1)NC2=NC=CC(=N2)N(C)C3=CC4=NN(C(=C4C=C3)C)C)S(=O)(=O)N.Cl. Drug 2: CCC1=C2CN3C(=CC4=C(C3=O)COC(=O)C4(CC)O)C2=NC5=C1C=C(C=C5)O. Cell line: M14. Synergy scores: CSS=18.0, Synergy_ZIP=2.04, Synergy_Bliss=2.24, Synergy_Loewe=-45.4, Synergy_HSA=-0.348. (2) Drug 2: CCCCCOC(=O)NC1=NC(=O)N(C=C1F)C2C(C(C(O2)C)O)O. Synergy scores: CSS=26.2, Synergy_ZIP=-4.03, Synergy_Bliss=-2.70, Synergy_Loewe=2.23, Synergy_HSA=2.30. Cell line: RPMI-8226. Drug 1: C1CC(C1)(C(=O)O)C(=O)O.[NH2-].[NH2-].[Pt+2]. (3) Drug 1: COC1=NC(=NC2=C1N=CN2C3C(C(C(O3)CO)O)O)N. Drug 2: CC1C(C(CC(O1)OC2CC(CC3=C2C(=C4C(=C3O)C(=O)C5=C(C4=O)C(=CC=C5)OC)O)(C(=O)CO)O)N)O.Cl. Cell line: RPMI-8226. Synergy scores: CSS=36.1, Synergy_ZIP=-3.21, Synergy_Bliss=-5.34, Synergy_Loewe=-11.2, Synergy_HSA=-3.44.